This data is from Forward reaction prediction with 1.9M reactions from USPTO patents (1976-2016). The task is: Predict the product of the given reaction. (1) Given the reactants [F:1][C:2]([F:33])([F:32])[O:3][C:4]1[CH:9]=[CH:8][CH:7]=[CH:6][C:5]=1[C:10]1[CH:15]=[CH:14][C:13]([C@H:16]([NH:18]S(C2C=C(C)OC=2C(F)(F)F)(=O)=O)[CH3:17])=[CH:12][CH:11]=1.[Br:34][C:35]1[CH:40]=[CH:39][C:38]([S:41](Cl)(=[O:43])=[O:42])=[C:37]([O:45][C:46]([F:49])([F:48])[F:47])[CH:36]=1, predict the reaction product. The product is: [Br:34][C:35]1[CH:40]=[CH:39][C:38]([S:41]([NH:18][C@@H:16]([C:13]2[CH:12]=[CH:11][C:10]([C:5]3[CH:6]=[CH:7][CH:8]=[CH:9][C:4]=3[O:3][C:2]([F:1])([F:32])[F:33])=[CH:15][CH:14]=2)[CH3:17])(=[O:43])=[O:42])=[C:37]([O:45][C:46]([F:49])([F:48])[F:47])[CH:36]=1. (2) The product is: [Cl:1][C:2]1[CH:7]=[C:6]([Cl:8])[CH:5]=[CH:4][C:3]=1[CH:9]([CH3:10])[C:15]([C:17]1[CH:18]=[N:19][C:20]([C:23]([F:24])([F:25])[F:26])=[CH:21][CH:22]=1)([OH:16])[C:23]([F:26])([F:25])[F:24]. Given the reactants [Cl:1][C:2]1[CH:7]=[C:6]([Cl:8])[CH:5]=[CH:4][C:3]=1[CH2:9][C:10]#N.C(O[C:15]([C:17]1[CH:18]=[N:19][C:20]([C:23]([F:26])([F:25])[F:24])=[CH:21][CH:22]=1)=[O:16])C, predict the reaction product. (3) Given the reactants N=C=N.[S:4]1[CH:8]=[CH:7][CH:6]=[C:5]1[C:9]([OH:11])=O.O.ON1C2C=CC=CC=2N=N1.C(N(C(C)C)CC)(C)C.[NH2:32][C@@H:33]([CH2:64][C:65]1[CH:70]=[CH:69][CH:68]=[CH:67][CH:66]=1)[CH2:34][C@H:35]([OH:63])[C@@H:36]([NH:50][C:51]([C@@H:53]([NH:58][C:59](=[O:62])[O:60][CH3:61])[C:54]([CH3:57])([CH3:56])[CH3:55])=[O:52])[CH2:37][C:38]1[CH:43]=[CH:42][C:41](C2C=CC=CN=2)=[CH:40][CH:39]=1, predict the reaction product. The product is: [CH2:37]([C@H:36]([NH:50][C:51]([C@@H:53]([NH:58][C:59](=[O:62])[O:60][CH3:61])[C:54]([CH3:56])([CH3:57])[CH3:55])=[O:52])[C@@H:35]([OH:63])[CH2:34][C@@H:33]([NH:32][C:9]([C:5]1[S:4][CH:8]=[CH:7][CH:6]=1)=[O:11])[CH2:64][C:65]1[CH:66]=[CH:67][CH:68]=[CH:69][CH:70]=1)[C:38]1[CH:43]=[CH:42][CH:41]=[CH:40][CH:39]=1. (4) Given the reactants [NH:1]1[CH2:6][CH2:5][CH:4]([CH2:7][OH:8])[CH2:3][CH2:2]1.C(O[BH-](OC(=O)C)OC(=O)C)(=O)C.[Na+].[F:23][CH2:24][C:25](=O)[CH2:26][F:27].C([O-])(O)=O.[Na+], predict the reaction product. The product is: [F:23][CH2:24][CH:25]([N:1]1[CH2:6][CH2:5][CH:4]([CH2:7][OH:8])[CH2:3][CH2:2]1)[CH2:26][F:27]. (5) Given the reactants [CH3:1][C:2]1[N:6]([C@@H:7]2[CH2:12][CH2:11][C@H:10]([NH2:13])[CH2:9][CH2:8]2)[C:5]2[CH:14]=[CH:15][C:16]([CH3:18])=[CH:17][C:4]=2[N:3]=1.[Cl:19][C:20]1[CH:21]=[C:22]2[C:26](=[CH:27][CH:28]=1)[CH2:25][CH:24]([CH:29]=O)[CH2:23]2, predict the reaction product. The product is: [Cl:19][C:20]1[CH:21]=[C:22]2[C:26](=[CH:27][CH:28]=1)[CH2:25][CH:24]([CH2:29][NH:13][C@H:10]1[CH2:9][CH2:8][C@@H:7]([N:6]3[C:5]4[CH:14]=[CH:15][C:16]([CH3:18])=[CH:17][C:4]=4[N:3]=[C:2]3[CH3:1])[CH2:12][CH2:11]1)[CH2:23]2. (6) Given the reactants [H-].[H-].[H-].[H-].[Li+].[Al+3].[NH:7]1[C:11]2[CH:12]=[CH:13][C:14]([C:16](OC)=[O:17])=[CH:15][C:10]=2[N:9]=[N:8]1, predict the reaction product. The product is: [NH:7]1[C:11]2[CH:12]=[CH:13][C:14]([CH2:16][OH:17])=[CH:15][C:10]=2[N:9]=[N:8]1.